This data is from Catalyst prediction with 721,799 reactions and 888 catalyst types from USPTO. The task is: Predict which catalyst facilitates the given reaction. (1) Reactant: [CH3:1][C@H:2]1[CH2:7][N:6]2[N:8]=[CH:9][C:10]([N:11]3[C@H:15]([C:16]4[CH:21]=[CH:20][CH:19]=[CH:18][CH:17]=4)[CH2:14][O:13][C:12]3=[O:22])=[C:5]2[CH2:4][NH:3]1.CCN(C(C)C)C(C)C.[F:32][C:33]1[CH:34]=[C:35]([NH:41][C:42](=O)[O:43]C2C=CC=CC=2)[CH:36]=[C:37]([F:40])[C:38]=1[F:39]. Product: [CH3:1][C@H:2]1[CH2:7][N:6]2[N:8]=[CH:9][C:10]([N:11]3[C@H:15]([C:16]4[CH:21]=[CH:20][CH:19]=[CH:18][CH:17]=4)[CH2:14][O:13][C:12]3=[O:22])=[C:5]2[CH2:4][N:3]1[C:42]([NH:41][C:35]1[CH:36]=[C:37]([F:40])[C:38]([F:39])=[C:33]([F:32])[CH:34]=1)=[O:43]. The catalyst class is: 3. (2) Product: [C:1]([NH:4][C:5]([CH2:21][CH2:22][C:23]([C:25]1[CH:30]=[C:29]([CH3:31])[CH:28]=[CH:27][C:26]=1[OH:32])=[O:24])([C:11]([O:13][CH2:14][CH3:15])=[O:12])[C:6]([O:8][CH2:9][CH3:10])=[O:7])(=[O:3])[CH3:2]. The catalyst class is: 14. Reactant: [C:1]([NH:4][CH:5]([C:11]([O:13][CH2:14][CH3:15])=[O:12])[C:6]([O:8][CH2:9][CH3:10])=[O:7])(=[O:3])[CH3:2].CC[O-].[Na+].Cl[CH2:21][CH2:22][C:23]([C:25]1[CH:30]=[C:29]([CH3:31])[CH:28]=[CH:27][C:26]=1[OH:32])=[O:24]. (3) Reactant: [C:1]([OH:24])(=[O:23])[CH2:2][CH2:3][CH2:4][CH2:5][CH2:6][CH2:7][CH2:8][CH2:9][CH2:10][CH2:11][CH2:12][CH2:13][CH2:14][CH2:15][CH2:16][CH2:17][CH2:18][CH2:19][CH2:20][CH2:21][CH3:22].C(O)(=O)CCCCCCCCCCCCCCCCCCC.C(O)(=O)CCCCCCCCCCCCCCCCC.[OH-].[Na+:68].[N+]([O-])(O)=O. Product: [Na+:68].[C:1]([O-:24])(=[O:23])[CH2:2][CH2:3][CH2:4][CH2:5][CH2:6][CH2:7][CH2:8][CH2:9][CH2:10][CH2:11][CH2:12][CH2:13][CH2:14][CH2:15][CH2:16][CH2:17][CH2:18][CH2:19][CH2:20][CH2:21][CH3:22]. The catalyst class is: 6. (4) Reactant: [Br:1][C:2]1[CH:8]=[C:7]([F:9])[CH:6]=[CH:5][C:3]=1[NH2:4].[Na+].[N+]([C:14]1[CH:15]=C(S([O-])(=O)=O)C=C[CH:19]=1)([O-])=O.S(=O)(=O)(O)O.[OH-].[Na+]. Product: [F:9][C:7]1[CH:6]=[C:5]2[C:3](=[C:2]([Br:1])[CH:8]=1)[N:4]=[CH:15][CH:14]=[CH:19]2. The catalyst class is: 610. (5) Reactant: Br[CH:2]([C:8]([O:10][CH2:11][CH3:12])=[O:9])[C:3]([O:5][CH2:6][CH3:7])=[O:4].C(=O)([O-])[O-].[K+].[K+].[CH:19]12[O:26][CH:23]([CH2:24][CH2:25]1)[CH2:22][NH:21][CH2:20]2. Product: [CH:23]12[O:26][CH:19]([CH2:25][CH2:24]1)[CH2:20][N:21]([CH:2]([C:8]([O:10][CH2:11][CH3:12])=[O:9])[C:3]([O:5][CH2:6][CH3:7])=[O:4])[CH2:22]2. The catalyst class is: 10. (6) Reactant: [Cl:1][C:2]1[CH:7]=[CH:6][C:5]([C:8]([CH:20]2[CH2:24][CH2:23][CH2:22][CH2:21]2)([CH3:19])[C:9]([O:11][CH:12]2[CH2:17][CH2:16][N:15]([CH3:18])[CH2:14][CH2:13]2)=[O:10])=[CH:4][CH:3]=1.[I:25][CH3:26]. Product: [I-:25].[Cl:1][C:2]1[CH:7]=[CH:6][C:5]([C:8]([CH:20]2[CH2:21][CH2:22][CH2:23][CH2:24]2)([CH3:19])[C:9]([O:11][CH:12]2[CH2:17][CH2:16][N+:15]([CH3:26])([CH3:18])[CH2:14][CH2:13]2)=[O:10])=[CH:4][CH:3]=1. The catalyst class is: 10. (7) Reactant: [OH:1][C:2]1[CH:9]=[C:8]([C:10]2[S:14][CH:13]=[N:12][C:11]=2[CH3:15])[CH:7]=[CH:6][C:3]=1[C:4]#[N:5].[H-].[Al+3].[Li+].[H-].[H-].[H-].O.[OH-].[Na+]. Product: [NH2:5][CH2:4][C:3]1[CH:6]=[CH:7][C:8]([C:10]2[S:14][CH:13]=[N:12][C:11]=2[CH3:15])=[CH:9][C:2]=1[OH:1]. The catalyst class is: 1. (8) Reactant: [OH-].[Na+].[CH:3]1([C:6]2[C:11]([C:12]3[CH:17]=[CH:16][C:15]([F:18])=[CH:14][CH:13]=3)=[C:10]([F:19])[C:9]([O:20][CH:21]([CH3:23])[CH3:22])=[C:8]([CH2:24][N:25]3[CH2:30][CH2:29][CH:28]([N:31]4[CH2:40][CH2:39][C:38]5[N:37]=[C:36]([CH2:41][CH3:42])[C:35]([C:43]([O:45]C)=[O:44])=[CH:34][C:33]=5[C:32]4=[O:47])[CH2:27][CH2:26]3)[CH:7]=2)[CH2:5][CH2:4]1.Cl.O. Product: [CH:3]1([C:6]2[C:11]([C:12]3[CH:17]=[CH:16][C:15]([F:18])=[CH:14][CH:13]=3)=[C:10]([F:19])[C:9]([O:20][CH:21]([CH3:23])[CH3:22])=[C:8]([CH2:24][N:25]3[CH2:26][CH2:27][CH:28]([N:31]4[CH2:40][CH2:39][C:38]5[N:37]=[C:36]([CH2:41][CH3:42])[C:35]([C:43]([OH:45])=[O:44])=[CH:34][C:33]=5[C:32]4=[O:47])[CH2:29][CH2:30]3)[CH:7]=2)[CH2:5][CH2:4]1. The catalyst class is: 5.